Predict the reactants needed to synthesize the given product. From a dataset of Full USPTO retrosynthesis dataset with 1.9M reactions from patents (1976-2016). Given the product [Cl:7][C:8]1[CH:9]=[CH:10][C:11]([CH2:12][N:13]2[CH:18]=[C:17]([N+:19]([O-:21])=[O:20])[C:16](=[O:22])[NH:15][CH:14]2[NH:23][C:24]2[CH:25]=[CH:26][C:27]([O:30][C:31]3[CH:36]=[CH:35][CH:34]=[C:33]([C:37](=[O:1])[NH2:38])[N:32]=3)=[CH:28][CH:29]=2)=[CH:39][CH:40]=1, predict the reactants needed to synthesize it. The reactants are: [OH-:1].[Na+].CS(C)=O.[Cl:7][C:8]1[CH:40]=[CH:39][C:11]([CH2:12][N:13]2[CH:18]=[C:17]([N+:19]([O-:21])=[O:20])[C:16](=[O:22])[NH:15][CH:14]2[NH:23][C:24]2[CH:29]=[CH:28][C:27]([O:30][C:31]3[CH:36]=[CH:35][CH:34]=[C:33]([C:37]#[N:38])[N:32]=3)=[CH:26][CH:25]=2)=[CH:10][CH:9]=1.Cl.